From a dataset of Catalyst prediction with 721,799 reactions and 888 catalyst types from USPTO. Predict which catalyst facilitates the given reaction. (1) Reactant: [N:1]1([CH2:6][CH2:7][CH2:8][O:9][C:10]2[CH:15]=[CH:14][C:13]([C:16]3([C:22](=[S:24])[NH2:23])[CH2:21][CH2:20][O:19][CH2:18][CH2:17]3)=[CH:12][CH:11]=2)[CH2:5][CH2:4][CH2:3][CH2:2]1.Cl[CH2:26][C:27](=O)[CH3:28].C(O)C. Product: [CH3:28][C:27]1[N:23]=[C:22]([C:16]2([C:13]3[CH:14]=[CH:15][C:10]([O:9][CH2:8][CH2:7][CH2:6][N:1]4[CH2:5][CH2:4][CH2:3][CH2:2]4)=[CH:11][CH:12]=3)[CH2:21][CH2:20][O:19][CH2:18][CH2:17]2)[S:24][CH:26]=1. The catalyst class is: 4. (2) Reactant: [CH3:1][O:2][C:3](=[O:13])[C@@H:4]([NH2:12])[CH2:5][CH:6]1[CH2:11][CH2:10][CH2:9][CH2:8][CH2:7]1.C(N(CC)C(C)C)(C)C.C([O:25][C:26](=O)/[CH:27]=[C:28](/[O:31][C:32]1[CH:37]=[CH:36][CH:35]=[C:34]([C:38]([F:41])([F:40])[F:39])[CH:33]=1)\[CH2:29]Br)C. Product: [CH3:1][O:2][C:3](=[O:13])[C@@H:4]([N:12]1[CH2:29][C:28]([O:31][C:32]2[CH:37]=[CH:36][CH:35]=[C:34]([C:38]([F:40])([F:41])[F:39])[CH:33]=2)=[CH:27][C:26]1=[O:25])[CH2:5][CH:6]1[CH2:11][CH2:10][CH2:9][CH2:8][CH2:7]1. The catalyst class is: 9. (3) Product: [C:1]([O:5][C:6]([N:8]([CH3:27])[C:9]1[S:10][C:11]([C:20]([O:22][CH2:23][CH3:24])=[O:21])=[C:12]([CH2:14][C:15]([O:17][CH2:18][CH3:19])=[O:16])[N:13]=1)=[O:7])([CH3:4])([CH3:2])[CH3:3]. The catalyst class is: 21. Reactant: [C:1]([O:5][C:6]([NH:8][C:9]1[S:10][C:11]([C:20]([O:22][CH2:23][CH3:24])=[O:21])=[C:12]([CH2:14][C:15]([O:17][CH2:18][CH3:19])=[O:16])[N:13]=1)=[O:7])([CH3:4])([CH3:3])[CH3:2].CI.[C:27]([O-])([O-])=O.[K+].[K+].